From a dataset of Retrosynthesis with 50K atom-mapped reactions and 10 reaction types from USPTO. Predict the reactants needed to synthesize the given product. (1) Given the product NNC(=O)c1ccc([N+](=O)[O-])cc1, predict the reactants needed to synthesize it. The reactants are: CCOC(=O)c1ccc([N+](=O)[O-])cc1.NN. (2) Given the product CCCCN(CCCC)C(=O)c1ncn(C)c1-c1ccc(C(=O)OC)cc1C(=O)N1CCc2ccccc2C1, predict the reactants needed to synthesize it. The reactants are: CCCCN(CCCC)C(=O)c1ncn(C)c1Br.COC(=O)c1ccc(B2OCC(C)(C)CO2)c(C(=O)N2CCc3ccccc3C2)c1. (3) Given the product O=c1ccc2ncc(F)c3c2n1[C@H](CN1CC[C@@H](NCc2cc4c(cn2)OCCC4)[C@@H](O)C1)CO3, predict the reactants needed to synthesize it. The reactants are: N[C@@H]1CCN(C[C@@H]2COc3c(F)cnc4ccc(=O)n2c34)C[C@@H]1O.O=Cc1cc2c(cn1)OCCC2. (4) Given the product CCOCCc1ccc(OCCN(C(=O)NC)c2ncnc(C)c2Cl)c(C)c1, predict the reactants needed to synthesize it. The reactants are: CCOCCc1ccc(OCCN(C(=O)Cl)c2ncnc(C)c2Cl)c(C)c1.CN. (5) Given the product O=C(O)C(F)(F)F, predict the reactants needed to synthesize it. The reactants are: CC(C)Nc1nc2c(nc1N1CCC(C(=O)c3cc(Cl)ccc3F)CC1)CCNC2.CN(C)C(=O)Cl.